This data is from Forward reaction prediction with 1.9M reactions from USPTO patents (1976-2016). The task is: Predict the product of the given reaction. Given the reactants [Br:1][C:2]1[CH:7]=[CH:6][C:5]([C:8](=[N:22][O:23][CH2:24][CH3:25])[CH:9]2[CH2:14][CH2:13][N:12]([C:15]3([CH3:21])[CH2:20][CH2:19][NH:18][CH2:17][CH2:16]3)[CH2:11][CH2:10]2)=[CH:4][CH:3]=1.[CH2:26]([C:28]1[CH:29]=[C:30]2[C:35](=[CH:36][CH:37]=1)[N:34]=[C:33]([C:38](O)=[O:39])[CH:32]=[C:31]2[OH:41])[CH3:27].CCN(CC)CC.CN(C(ON1N=NC2C=CC=NC1=2)=[N+](C)C)C.F[P-](F)(F)(F)(F)F, predict the reaction product. The product is: [Br:1][C:2]1[CH:7]=[CH:6][C:5]([C:8](=[N:22][O:23][CH2:24][CH3:25])[CH:9]2[CH2:10][CH2:11][N:12]([C:15]3([CH3:21])[CH2:20][CH2:19][N:18]([C:38]([C:33]4[CH:32]=[C:31]([OH:41])[C:30]5[C:35](=[CH:36][CH:37]=[C:28]([CH2:26][CH3:27])[CH:29]=5)[N:34]=4)=[O:39])[CH2:17][CH2:16]3)[CH2:13][CH2:14]2)=[CH:4][CH:3]=1.